From a dataset of Forward reaction prediction with 1.9M reactions from USPTO patents (1976-2016). Predict the product of the given reaction. (1) Given the reactants [C:1]([O:5][C:6]([N:8]1[CH2:13][CH2:12][CH:11]([C:14]#[N:15])[CH2:10][CH2:9]1)=[O:7])([CH3:4])([CH3:3])[CH3:2].[Li+].[CH3:17][Si]([N-][Si](C)(C)C)(C)C.CI, predict the reaction product. The product is: [C:1]([O:5][C:6]([N:8]1[CH2:13][CH2:12][C:11]([C:14]#[N:15])([CH3:17])[CH2:10][CH2:9]1)=[O:7])([CH3:4])([CH3:2])[CH3:3]. (2) Given the reactants [C:1]([N:9]1[CH2:13][CH2:12][CH2:11][CH:10]1[C:14]([OH:16])=[O:15])(=[O:8])[C:2]1[CH:7]=[CH:6][CH:5]=[CH:4][CH:3]=1.S(Cl)(Cl)=O.[CH3:21]O, predict the reaction product. The product is: [C:1]([N:9]1[CH2:13][CH2:12][CH2:11][CH:10]1[C:14]([O:16][CH3:21])=[O:15])(=[O:8])[C:2]1[CH:7]=[CH:6][CH:5]=[CH:4][CH:3]=1.